From a dataset of Full USPTO retrosynthesis dataset with 1.9M reactions from patents (1976-2016). Predict the reactants needed to synthesize the given product. Given the product [F:1][C:2]1[CH:3]=[CH:4][C:5]([NH2:10])=[C:6]([O:8][CH3:9])[CH:7]=1, predict the reactants needed to synthesize it. The reactants are: [F:1][C:2]1[CH:3]=[CH:4][C:5]([N+:10]([O-])=O)=[C:6]([O:8][CH3:9])[CH:7]=1.